This data is from Reaction yield outcomes from USPTO patents with 853,638 reactions. The task is: Predict the reaction yield, written as a fraction of the theoretical maximum amount of product (1.0 means a 100% yield; for example, 0.34 means a 34% yield). (1) The reactants are Cl[C:2]1[N:7]=[C:6]([NH:8][C:9]([C:11]2([C:14]3[CH:24]=[CH:23][C:17]4[O:18][C:19]([F:22])([F:21])[O:20][C:16]=4[CH:15]=3)[CH2:13][CH2:12]2)=[O:10])[CH:5]=[CH:4][C:3]=1[CH3:25].[C:26]([C:28]1[C:29](=[O:48])[N:30]([CH2:43][C:44]([O:46][CH3:47])=[O:45])[CH:31]=[C:32](B2OC(C)(C)C(C)(C)O2)[CH:33]=1)#[N:27].C([O-])([O-])=O.[Na+].[Na+]. The catalyst is COCCOC.C(OCC)(=O)C.C1C=CC([P]([Pd]([P](C2C=CC=CC=2)(C2C=CC=CC=2)C2C=CC=CC=2)([P](C2C=CC=CC=2)(C2C=CC=CC=2)C2C=CC=CC=2)[P](C2C=CC=CC=2)(C2C=CC=CC=2)C2C=CC=CC=2)(C2C=CC=CC=2)C2C=CC=CC=2)=CC=1. The product is [C:26]([C:28]1[C:29](=[O:48])[N:30]([CH2:43][C:44]([O:46][CH3:47])=[O:45])[CH:31]=[C:32]([C:2]2[C:3]([CH3:25])=[CH:4][CH:5]=[C:6]([NH:8][C:9]([C:11]3([C:14]4[CH:24]=[CH:23][C:17]5[O:18][C:19]([F:21])([F:22])[O:20][C:16]=5[CH:15]=4)[CH2:12][CH2:13]3)=[O:10])[N:7]=2)[CH:33]=1)#[N:27]. The yield is 0.468. (2) The reactants are I[C:2]1[CH:7]=[CH:6][CH:5]=[C:4]([I:8])[CH:3]=1.[NH:9]1[CH2:14][CH2:13][O:12][CH2:11][CH2:10]1.P([O-])([O-])([O-])=O.[K+].[K+].[K+].C(O)CO. The catalyst is C(O)(C)C.[Cu]I. The product is [I:8][C:4]1[CH:3]=[C:2]([N:9]2[CH2:14][CH2:13][O:12][CH2:11][CH2:10]2)[CH:7]=[CH:6][CH:5]=1. The yield is 0.410.